Dataset: Full USPTO retrosynthesis dataset with 1.9M reactions from patents (1976-2016). Task: Predict the reactants needed to synthesize the given product. (1) The reactants are: [NH2:1][C:2]1[N:7]=[CH:6][N:5]=[C:4]2[N:8]([CH:24]3[CH2:29][CH2:28][CH2:27][N:26]([C:30](=[O:34])[CH2:31][C:32]#[N:33])[CH2:25]3)[N:9]=[C:10]([C:11]3[CH:16]=[CH:15][C:14]([O:17][C:18]4[CH:23]=[CH:22][CH:21]=[CH:20][CH:19]=4)=[CH:13][CH:12]=3)[C:3]=12.N1[CH2:40][CH2:39][CH2:38][CH2:37]C1.C1(C=O)CC1. Given the product [NH2:1][C:2]1[N:7]=[CH:6][N:5]=[C:4]2[N:8]([CH:24]3[CH2:29][CH2:28][CH2:27][N:26]([C:30]([C:31](=[CH:37][CH:38]4[CH2:40][CH2:39]4)[C:32]#[N:33])=[O:34])[CH2:25]3)[N:9]=[C:10]([C:11]3[CH:12]=[CH:13][C:14]([O:17][C:18]4[CH:19]=[CH:20][CH:21]=[CH:22][CH:23]=4)=[CH:15][CH:16]=3)[C:3]=12, predict the reactants needed to synthesize it. (2) The reactants are: Br[C:2]1[C:10]2[C:5](=[N:6][C:7]([NH:11][CH2:12][CH2:13][CH2:14][CH3:15])=[N:8][CH:9]=2)[N:4]([C@H:16]2[CH2:21][CH2:20][C@H:19]([OH:22])[CH2:18][CH2:17]2)[N:3]=1.B1([C:32]2[CH:37]=[CH:36][C:35]([CH2:38][N:39]3[CH2:44][CH2:43][O:42][CH2:41][CH2:40]3)=[CH:34][CH:33]=2)OC(C)(C)C(C)(C)O1.C(=O)([O-])[O-].[K+].[K+]. Given the product [CH2:12]([NH:11][C:7]1[N:6]=[C:5]2[N:4]([C@H:16]3[CH2:21][CH2:20][C@H:19]([OH:22])[CH2:18][CH2:17]3)[N:3]=[C:2]([C:32]3[CH:33]=[CH:34][C:35]([CH2:38][N:39]4[CH2:44][CH2:43][O:42][CH2:41][CH2:40]4)=[CH:36][CH:37]=3)[C:10]2=[CH:9][N:8]=1)[CH2:13][CH2:14][CH3:15], predict the reactants needed to synthesize it. (3) Given the product [Cl:1][C:2]1[N:3]=[C:4]2[CH:9]=[CH:8][C:7]([CH2:10][CH2:11][CH3:12])=[N:6][N:5]2[C:13]=1[S:14]([NH:17][C:29]([NH:28][C:22]1[N:21]=[C:20]([O:19][CH3:18])[CH:25]=[C:24]([O:26][CH3:27])[N:23]=1)=[O:30])(=[O:15])=[O:16], predict the reactants needed to synthesize it. The reactants are: [Cl:1][C:2]1[N:3]=[C:4]2[CH:9]=[CH:8][C:7]([CH2:10][CH2:11][CH3:12])=[N:6][N:5]2[C:13]=1[S:14]([NH2:17])(=[O:16])=[O:15].[CH3:18][O:19][C:20]1[CH:25]=[C:24]([O:26][CH3:27])[N:23]=[C:22]([NH:28][C:29](=O)[O:30]C2C=CC=CC=2)[N:21]=1.C1CCN2C(=NCCC2)CC1.Cl. (4) Given the product [CH3:29][C:12]1[C:13]2[C:18](=[CH:17][CH:16]=[CH:15][C:14]=2[C:19]2[CH:20]=[N:21][C:22]3[C:27]([CH:28]=2)=[CH:26][CH:25]=[CH:24][CH:23]=3)[N:10]([C:8]2[CH:7]=[CH:6][C:3]([C:4]#[N:5])=[C:2]([NH:30][CH:31]3[CH2:32][C:33]([CH3:40])([CH3:41])[N:34]([CH3:39])[C:35]([CH3:38])([CH3:37])[CH2:36]3)[CH:9]=2)[N:11]=1, predict the reactants needed to synthesize it. The reactants are: Br[C:2]1[CH:9]=[C:8]([N:10]2[C:18]3[C:13](=[C:14]([C:19]4[CH:20]=[N:21][C:22]5[C:27]([CH:28]=4)=[CH:26][CH:25]=[CH:24][CH:23]=5)[CH:15]=[CH:16][CH:17]=3)[C:12]([CH3:29])=[N:11]2)[CH:7]=[CH:6][C:3]=1[C:4]#[N:5].[NH2:30][CH:31]1[CH2:36][C:35]([CH3:38])([CH3:37])[N:34]([CH3:39])[C:33]([CH3:41])([CH3:40])[CH2:32]1.C(=O)([O-])[O-].[Cs+].[Cs+].C1(P(C2C=CC=CC=2)C2C3OC4C(=CC=CC=4P(C4C=CC=CC=4)C4C=CC=CC=4)C(C)(C)C=3C=CC=2)C=CC=CC=1. (5) Given the product [Br:1][C:2]1[N:3]=[C:4]([CH:7]=[O:8])[N:5]([CH2:21][CH:22]([F:24])[F:23])[CH:6]=1, predict the reactants needed to synthesize it. The reactants are: [Br:1][C:2]1[N:3]=[C:4]([CH:7]=[O:8])[NH:5][CH:6]=1.C([O-])([O-])=O.[Cs+].[Cs+].FC(F)(F)S(O[CH2:21][CH:22]([F:24])[F:23])(=O)=O.